From a dataset of Forward reaction prediction with 1.9M reactions from USPTO patents (1976-2016). Predict the product of the given reaction. (1) Given the reactants Br[C:2]1[C:7]([CH3:8])=[CH:6][C:5](/[CH:9]=[CH:10]/[C:11]#[N:12])=[CH:4][C:3]=1[CH3:13].[CH3:14][C:15]1([CH3:31])[C:19]([CH3:21])([CH3:20])[O:18][B:17]([B:17]2[O:18][C:19]([CH3:21])([CH3:20])[C:15]([CH3:31])([CH3:14])[O:16]2)[O:16]1.C(=O)([O-])[O-].[K+].[K+].C1(P(C2CCCCC2)C2C=CC=CC=2C2C(OC)=CC=CC=2OC)CCCCC1, predict the reaction product. The product is: [CH3:13][C:3]1[CH:4]=[C:5](/[CH:9]=[CH:10]/[C:11]#[N:12])[CH:6]=[C:7]([CH3:8])[C:2]=1[B:17]1[O:18][C:19]([CH3:21])([CH3:20])[C:15]([CH3:31])([CH3:14])[O:16]1. (2) The product is: [C:28]([CH2:27][C:23]1([NH:22][C:19]([C:7]2[CH:6]=[CH:5][C:4]([CH:1]3[CH2:3][CH2:2]3)=[C:9]([O:10][CH2:11][C:12]([F:18])([F:17])[C:13]([F:16])([F:14])[F:15])[N:8]=2)=[O:20])[CH2:26][O:25][CH2:24]1)(=[O:29])[NH2:30]. Given the reactants [CH:1]1([C:4]2[CH:5]=[CH:6][C:7]([C:19](O)=[O:20])=[N:8][C:9]=2[O:10][CH2:11][C:12]([F:18])([F:17])[C:13]([F:16])([F:15])[F:14])[CH2:3][CH2:2]1.[NH2:22][C:23]1([CH2:27][C:28]([NH2:30])=[O:29])[CH2:26][O:25][CH2:24]1, predict the reaction product. (3) Given the reactants [C:1]1([N:7]2[C:25](=[O:26])[C:10]3=[CH:11][NH:12][C:13]4[CH:14]=[CH:15][C:16]([N:19]5[CH2:24][CH2:23][NH:22][CH2:21][CH2:20]5)=[CH:17][C:18]=4[C:9]3=[N:8]2)[CH:6]=[CH:5][CH:4]=[CH:3][CH:2]=1.NC1C=CC2NC=C3C(=O)N(C4C=CC([Cl:47])=CC=4)N=C3C=2C=1, predict the reaction product. The product is: [Cl:47][C:4]1[CH:5]=[CH:6][C:1]([N:7]2[C:25](=[O:26])[C:10]3=[CH:11][NH:12][C:13]4[CH:14]=[CH:15][C:16]([N:19]5[CH2:20][CH2:21][NH:22][CH2:23][CH2:24]5)=[CH:17][C:18]=4[C:9]3=[N:8]2)=[CH:2][CH:3]=1.